From a dataset of Full USPTO retrosynthesis dataset with 1.9M reactions from patents (1976-2016). Predict the reactants needed to synthesize the given product. (1) Given the product [Cl:64][C:65]1[CH:66]=[CH:67][C:68]([C@:71]2([OH:87])[C@@H:72]([OH:97])[CH2:73][N:74]([C:79](=[O:81])[C@H:93]([NH:27][C:28]([CH:29]3[CH2:34][CH2:33][CH2:32][CH2:31]3)=[O:35])[CH:92]([CH3:95])[CH3:94])[CH2:75][C:76]2([CH3:77])[CH3:78])=[CH:69][CH:70]=1, predict the reactants needed to synthesize it. The reactants are: CC[C@H]1[C@H]2C[C@H]([C@H](OC3[C:34]4[C:29](=C[CH:31]=[CH:32][CH:33]=4)[C:28]([O:35][C@H](C4C=CN=C5C=4C=C(OC)C=C5)[C@@H]4N5C[C@H](CC)[C@@H](CC5)C4)=[N:27]N=3)C3C=CN=C4C=3C=C(OC)C=C4)N(CC2)C1.CS(N)(=O)=O.[Cl:64][C:65]1[CH:70]=[CH:69][C:68]([C:71]2[C:76]([CH3:78])([CH3:77])[CH2:75][N:74]([C:79]([O:81]C(C)(C)C)=O)[CH2:73][CH:72]=2)=[CH:67][CH:66]=1.S([O-])([O-])=[O:87].[Na+].[Na+].[C:92](O)([CH3:95])([CH3:94])[CH3:93].[OH2:97]. (2) Given the product [CH3:30][S:31]([NH:1][CH2:2][CH2:3][CH2:4][N:5]1[C:9]([C:10]2[CH:11]=[CH:12][N:13]=[CH:14][CH:15]=2)=[C:8]([C:16]2[CH:21]=[CH:20][C:19]([F:22])=[CH:18][CH:17]=2)[N:7]=[CH:6]1)(=[O:33])=[O:32], predict the reactants needed to synthesize it. The reactants are: [NH2:1][CH2:2][CH2:3][CH2:4][N:5]1[C:9]([C:10]2[CH:15]=[CH:14][N:13]=[CH:12][CH:11]=2)=[C:8]([C:16]2[CH:21]=[CH:20][C:19]([F:22])=[CH:18][CH:17]=2)[N:7]=[CH:6]1.CCN(CC)CC.[CH3:30][S:31](Cl)(=[O:33])=[O:32].[OH-].[Na+].